This data is from Full USPTO retrosynthesis dataset with 1.9M reactions from patents (1976-2016). The task is: Predict the reactants needed to synthesize the given product. (1) The reactants are: [CH3:1][C:2]([CH3:32])([CH3:31])[C@@H:3]([C:15]([N:17]1[CH2:22][C@@H:21]2[CH2:23][C@H:18]1[CH2:19][N:20]2C(OC(C)(C)C)=O)=[O:16])[NH:4][C:5]([O:7][CH2:8][C:9]1[CH:14]=[CH:13][CH:12]=[CH:11][CH:10]=1)=[O:6].[OH-].[Na+]. Given the product [C@H:18]12[CH2:23][C@H:21]([NH:20][CH2:19]1)[CH2:22][N:17]2[C:15]([C@@H:3]([NH:4][C:5](=[O:6])[O:7][CH2:8][C:9]1[CH:10]=[CH:11][CH:12]=[CH:13][CH:14]=1)[C:2]([CH3:31])([CH3:1])[CH3:32])=[O:16], predict the reactants needed to synthesize it. (2) The reactants are: [Na].Cl[CH2:3][CH2:4][C:5]([NH:7][C:8]1[CH:13]=[C:12]([NH:14][C:15](=[O:19])[CH2:16][CH2:17]Cl)[CH:11]=[CH:10][C:9]=1[S:20]([OH:23])(=[O:22])=[O:21])=[O:6]. Given the product [C:5]([NH:7][C:8]1[CH:13]=[C:12]([NH:14][C:15](=[O:19])[CH:16]=[CH2:17])[CH:11]=[CH:10][C:9]=1[S:20]([OH:23])(=[O:21])=[O:22])(=[O:6])[CH:4]=[CH2:3], predict the reactants needed to synthesize it. (3) Given the product [Br:31][C:32]1[CH:39]=[CH:38][C:35](/[CH:36]=[C:9](\[NH:8][C:6]([O:5][C:1]([CH3:2])([CH3:3])[CH3:4])=[O:7])/[C:10]([O:12][CH3:13])=[O:11])=[CH:34][C:33]=1[F:40], predict the reactants needed to synthesize it. The reactants are: [C:1]([O:5][C:6]([NH:8][CH:9](P(OC)(OC)=O)[C:10]([O:12][CH3:13])=[O:11])=[O:7])([CH3:4])([CH3:3])[CH3:2].N12CCCN=C1CCCCC2.[Br:31][C:32]1[CH:39]=[CH:38][C:35]([CH:36]=O)=[CH:34][C:33]=1[F:40].Cl. (4) The reactants are: C(Cl)(=O)C(Cl)=O.[Cl:7][C:8]1[CH:17]=[C:16]2[C:11]([C:12](=[O:22])[C:13]([CH3:21])=[C:14]([C:18]([OH:20])=O)[O:15]2)=[CH:10][CH:9]=1.Cl.Cl.[O:25]1[C:29]2[CH:30]=[CH:31][C:32]([CH2:34][N:35]3[CH2:40][CH2:39][CH:38]([NH2:41])[CH2:37][CH2:36]3)=[CH:33][C:28]=2[O:27][CH2:26]1.CCN(C(C)C)C(C)C. Given the product [O:25]1[C:29]2[CH:30]=[CH:31][C:32]([CH2:34][N:35]3[CH2:40][CH2:39][CH:38]([NH:41][C:18]([C:14]4[O:15][C:16]5[C:11]([C:12](=[O:22])[C:13]=4[CH3:21])=[CH:10][CH:9]=[C:8]([Cl:7])[CH:17]=5)=[O:20])[CH2:37][CH2:36]3)=[CH:33][C:28]=2[O:27][CH2:26]1, predict the reactants needed to synthesize it. (5) Given the product [OH:5][CH2:4][C:3]1[CH:8]=[CH:9][CH:10]=[CH:11][C:2]=1[S:1][C:12]1[C:13]([CH2:14][OH:15])=[CH:18][CH:19]=[CH:20][CH:21]=1, predict the reactants needed to synthesize it. The reactants are: [S:1]([C:12]1[CH:21]=[CH:20][CH:19]=[CH:18][C:13]=1[C:14](OC)=[O:15])[C:2]1[CH:11]=[CH:10][CH:9]=[CH:8][C:3]=1[C:4](OC)=[O:5].[H-].[Al+3].[Li+].[H-].[H-].[H-].S([O-])([O-])(=O)=O.[Na+].[Na+]. (6) The reactants are: [CH2:1]([NH:8][C:9](=[O:53])[NH:10][CH2:11][C:12]1([C:15]([NH:17][C@@H:18]([CH2:41][C:42]2[CH:47]=[CH:46]C(OC(C)(C)C)=[CH:44][CH:43]=2)[C:19]([N:21]([CH2:33][CH:34](OCC)OCC)[CH2:22][C:23]2[C:32]3[C:27](=[CH:28][CH:29]=[CH:30][CH:31]=3)[CH:26]=[CH:25][CH:24]=2)=[O:20])=[O:16])[CH2:14][CH2:13]1)[C:2]1[CH:7]=[CH:6][CH:5]=[CH:4][CH:3]=1.[CH:54]([OH:56])=O.O. Given the product [CH2:1]([NH:8][C:9]([N:10]1[CH2:11][C:12]2([CH2:14][CH2:13]2)[C:15](=[O:16])[N:17]2[CH:18]([CH2:41][C:42]3[CH:43]=[CH:44][C:54]([OH:56])=[CH:46][CH:47]=3)[C:19](=[O:20])[N:21]([CH2:22][C:23]3[C:32]4[C:31](=[CH:30][CH:29]=[CH:28][CH:27]=4)[CH:26]=[CH:25][CH:24]=3)[CH2:33][CH:34]12)=[O:53])[C:2]1[CH:7]=[CH:6][CH:5]=[CH:4][CH:3]=1, predict the reactants needed to synthesize it.